This data is from Forward reaction prediction with 1.9M reactions from USPTO patents (1976-2016). The task is: Predict the product of the given reaction. (1) Given the reactants Cl.[F:2][C:3]1[CH:8]=[CH:7][C:6]([C:9]2[S:17][C:16]3[C:15]([N:18]4[CH2:23][CH2:22][NH:21][C@H:20]([CH3:24])[CH2:19]4)=[N:14][CH:13]=[N:12][C:11]=3[CH:10]=2)=[CH:5][CH:4]=1.[F:25][C:26]1[CH:27]=[C:28]([C@@H:32]([NH:34][C:35](=O)[O:36]C2C=CC([N+]([O-])=O)=CC=2)[CH3:33])[CH:29]=[CH:30][CH:31]=1.C(N(CC)CC)C, predict the reaction product. The product is: [F:25][C:26]1[CH:27]=[C:28]([C@@H:32]([NH:34][C:35]([N:21]2[CH2:22][CH2:23][N:18]([C:15]3[C:16]4[S:17][C:9]([C:6]5[CH:7]=[CH:8][C:3]([F:2])=[CH:4][CH:5]=5)=[CH:10][C:11]=4[N:12]=[CH:13][N:14]=3)[CH2:19][C@H:20]2[CH3:24])=[O:36])[CH3:33])[CH:29]=[CH:30][CH:31]=1. (2) Given the reactants [F:1][C:2]1[CH:7]=[C:6]([CH:8]([CH3:12])[C:9]([OH:11])=O)[CH:5]=[CH:4][C:3]=1[C:13]1[CH:18]=[CH:17][CH:16]=[CH:15][CH:14]=1.[CH3:19][O:20][CH2:21][CH2:22][NH2:23], predict the reaction product. The product is: [F:1][C:2]1[CH:7]=[C:6]([CH:8]([CH3:12])[C:9]([NH:23][CH2:22][CH2:21][O:20][CH3:19])=[O:11])[CH:5]=[CH:4][C:3]=1[C:13]1[CH:18]=[CH:17][CH:16]=[CH:15][CH:14]=1. (3) Given the reactants [NH:1]1[C:9]2[C:4](=[CH:5][CH:6]=[CH:7][CH:8]=2)[C:3]([CH2:10][C@H:11]([NH2:13])[CH3:12])=[CH:2]1.[F:14][C:15]1[CH:22]=[C:21]([I:23])[CH:20]=[C:19]([F:24])[C:16]=1[CH:17]=O.C(O)(C(F)(F)F)=O, predict the reaction product. The product is: [F:14][C:15]1[CH:22]=[C:21]([I:23])[CH:20]=[C:19]([F:24])[C:16]=1[C@@H:17]1[C:2]2[NH:1][C:9]3[C:4]([C:3]=2[CH2:10][C@@H:11]([CH3:12])[NH:13]1)=[CH:5][CH:6]=[CH:7][CH:8]=3.